Dataset: Forward reaction prediction with 1.9M reactions from USPTO patents (1976-2016). Task: Predict the product of the given reaction. (1) The product is: [F:12][C:13]1[CH:18]=[CH:17][C:16]([C:2]2[NH:6][CH:5]=[C:4]([C:7]([O:9][CH3:10])=[O:8])[C:3]=2[CH3:11])=[C:15]([C:22]([F:23])([F:24])[F:25])[CH:14]=1. Given the reactants Br[C:2]1[NH:6][CH:5]=[C:4]([C:7]([O:9][CH3:10])=[O:8])[C:3]=1[CH3:11].[F:12][C:13]1[CH:18]=[CH:17][C:16](B(O)O)=[C:15]([C:22]([F:25])([F:24])[F:23])[CH:14]=1.C([O-])([O-])=O.[Na+].[Na+], predict the reaction product. (2) Given the reactants [Cl-].COC1N=C(OC)N=C([N+]2(C)CCOCC2)N=1.[Cl:19][C:20]1[CH:21]=[CH:22][C:23]([C:26]([OH:28])=O)=[N:24][CH:25]=1.[Br:29][C:30]1[CH:31]=[C:32]2[C@:43]3([CH2:48][CH2:47][O:46][C:45]([NH2:49])=[N:44]3)[C:42]3[C:37](=[CH:38][CH:39]=[C:40]([NH2:50])[CH:41]=3)[O:36][C:33]2=[N:34][CH:35]=1.C(=O)(O)[O-], predict the reaction product. The product is: [NH2:49][C:45]1[O:46][CH2:47][CH2:48][C@:43]2([C:32]3[C:33](=[N:34][CH:35]=[C:30]([Br:29])[CH:31]=3)[O:36][C:37]3[C:42]2=[CH:41][C:40]([NH:50][C:26](=[O:28])[C:23]2[CH:22]=[CH:21][C:20]([Cl:19])=[CH:25][N:24]=2)=[CH:39][CH:38]=3)[N:44]=1.